Dataset: Forward reaction prediction with 1.9M reactions from USPTO patents (1976-2016). Task: Predict the product of the given reaction. (1) Given the reactants [NH2:1][C@@H:2]([CH2:8][NH:9][C:10]([CH:12]1[CH2:28][CH2:27][C:15]2([CH2:20][CH2:19][N:18]([C:21]3[CH:26]=[CH:25][N:24]=[CH:23][CH:22]=3)[CH2:17][CH2:16]2)[CH2:14][CH2:13]1)=[O:11])[C:3]([O:5][CH2:6][CH3:7])=[O:4].CCN(C(C)C)C(C)C.[C:38]1([CH3:48])[CH:43]=[CH:42][C:41]([S:44](Cl)(=[O:46])=[O:45])=[CH:40][CH:39]=1, predict the reaction product. The product is: [CH3:48][C:38]1[CH:43]=[CH:42][C:41]([S:44]([NH:1][C@@H:2]([CH2:8][NH:9][C:10]([CH:12]2[CH2:28][CH2:27][C:15]3([CH2:20][CH2:19][N:18]([C:21]4[CH:22]=[CH:23][N:24]=[CH:25][CH:26]=4)[CH2:17][CH2:16]3)[CH2:14][CH2:13]2)=[O:11])[C:3]([O:5][CH2:6][CH3:7])=[O:4])(=[O:46])=[O:45])=[CH:40][CH:39]=1. (2) Given the reactants C([Li])CCC.CCCCCC.[CH3:12][S:13]([C:16]1[N:17]=[CH:18][N:19]2[CH:23]=[CH:22][S:21][C:20]=12)(=[O:15])=[O:14].[CH2:24]([Sn:28](Cl)([CH2:33][CH2:34][CH2:35][CH3:36])[CH2:29][CH2:30][CH2:31][CH3:32])[CH2:25][CH2:26][CH3:27].[Cl-].[NH4+], predict the reaction product. The product is: [CH3:12][S:13]([C:16]1[N:17]=[CH:18][N:19]2[C:23]([Sn:28]([CH2:29][CH2:30][CH2:31][CH3:32])([CH2:33][CH2:34][CH2:35][CH3:36])[CH2:24][CH2:25][CH2:26][CH3:27])=[CH:22][S:21][C:20]=12)(=[O:14])=[O:15]. (3) Given the reactants [Cl:1][C:2]1[CH:7]=[C:6]([O:8][C:9]2[CH:14]=[CH:13][C:12]([N:15]=[C:16]=[O:17])=[CH:11][CH:10]=2)[N:5]=[CH:4][N:3]=1.[CH3:18][N:19]1[CH2:24][CH2:23][N:22]([CH2:25][C:26]2[CH:27]=[C:28]([CH:30]=[C:31]([C:33]([F:36])([F:35])[F:34])[CH:32]=2)[NH2:29])[CH2:21][CH2:20]1, predict the reaction product. The product is: [Cl:1][C:2]1[N:3]=[CH:4][N:5]=[C:6]([O:8][C:9]2[CH:10]=[CH:11][C:12]([NH:15][C:16]([NH:29][C:28]3[CH:30]=[C:31]([C:33]([F:34])([F:35])[F:36])[CH:32]=[C:26]([CH2:25][N:22]4[CH2:23][CH2:24][N:19]([CH3:18])[CH2:20][CH2:21]4)[CH:27]=3)=[O:17])=[CH:13][CH:14]=2)[CH:7]=1. (4) Given the reactants [Cl:1][C:2]1[C:3]([CH3:24])=[N:4][O:5][C:6]=1[N:7]([C:16]([O:18]CC(Cl)(Cl)Cl)=O)C(OCC(Cl)(Cl)Cl)=O.[C:25]1([C:31]2[N:32]=[C:33]([N:36]3[CH2:41][CH2:40][NH:39][CH2:38][CH2:37]3)[S:34][CH:35]=2)[CH:30]=[CH:29][CH:28]=[CH:27][CH:26]=1.C(N(C(C)C)CC)(C)C.CS(C)=O, predict the reaction product. The product is: [Cl:1][C:2]1[C:3]([CH3:24])=[N:4][O:5][C:6]=1[NH:7][C:16]([N:39]1[CH2:40][CH2:41][N:36]([C:33]2[S:34][CH:35]=[C:31]([C:25]3[CH:30]=[CH:29][CH:28]=[CH:27][CH:26]=3)[N:32]=2)[CH2:37][CH2:38]1)=[O:18].